From a dataset of Reaction yield outcomes from USPTO patents with 853,638 reactions. Predict the reaction yield, written as a fraction of the theoretical maximum amount of product (1.0 means a 100% yield; for example, 0.34 means a 34% yield). (1) The yield is 0.520. The catalyst is CN(C=O)C.C(OCC)(=O)C. The product is [Cl:11][C:4]1[CH:3]=[C:2]([CH:7]=[C:6]([O:8][CH3:9])[C:5]=1[O:10][C:19]1[CH:20]=[C:15]([Cl:14])[N:16]=[CH:17][N:18]=1)[NH2:1]. The reactants are [NH2:1][C:2]1[CH:7]=[C:6]([O:8][CH3:9])[C:5]([OH:10])=[C:4]([Cl:11])[CH:3]=1.[H-].[Na+].[Cl:14][C:15]1[CH:20]=[C:19](Cl)[N:18]=[CH:17][N:16]=1. (2) The catalyst is O1CCCC1. The yield is 0.930. The reactants are CC1(C)[O:6][C@@H:5]([CH2:7][CH2:8][NH:9][C:10]([CH:12]2[CH:16]([C:17]3[CH:22]=[CH:21][CH:20]=[C:19]([Cl:23])[C:18]=3[F:24])[C:15]([C:27]3[CH:32]=[CH:31][C:30]([Cl:33])=[CH:29][C:28]=3[F:34])([C:25]#[N:26])[CH:14]([CH2:35][C:36]([C:39]3[CH2:40][CH2:41][O:42][CH2:43][CH:44]=3)([CH3:38])[CH3:37])[NH:13]2)=[O:11])[CH2:4][O:3]1.Cl. The product is [OH:6][C@H:5]([CH2:4][OH:3])[CH2:7][CH2:8][NH:9][C:10]([CH:12]1[CH:16]([C:17]2[CH:22]=[CH:21][CH:20]=[C:19]([Cl:23])[C:18]=2[F:24])[C:15]([C:27]2[CH:32]=[CH:31][C:30]([Cl:33])=[CH:29][C:28]=2[F:34])([C:25]#[N:26])[CH:14]([CH2:35][C:36]([C:39]2[CH2:40][CH2:41][O:42][CH2:43][CH:44]=2)([CH3:38])[CH3:37])[NH:13]1)=[O:11]. (3) The reactants are [O:1]([CH2:8][CH2:9][OH:10])[C:2]1[CH:7]=[CH:6][CH:5]=[CH:4][CH:3]=1.C(N(CC)CC)C.[CH3:18][S:19](Cl)(=[O:21])=[O:20]. The catalyst is C(Cl)Cl.O. The product is [CH3:18][S:19]([O:10][CH2:9][CH2:8][O:1][C:2]1[CH:7]=[CH:6][CH:5]=[CH:4][CH:3]=1)(=[O:21])=[O:20]. The yield is 0.990. (4) No catalyst specified. The reactants are S(C1C=CC(C)=CC=1)(O)(=O)=O.[CH2:12]([NH2:16])[CH2:13][CH2:14][NH2:15].[CH3:17][O:18][C:19]1[CH:20]=[C:21]([CH:25]([C:29]2[CH:34]=[CH:33][CH:32]=[CH:31][N:30]=2)[CH2:26][C:27]#N)[CH:22]=[CH:23][CH:24]=1. The product is [CH3:17][O:18][C:19]1[CH:20]=[C:21]([CH:25]([C:29]2[CH:34]=[CH:33][CH:32]=[CH:31][N:30]=2)[CH2:26][C:27]2[NH:15][CH2:14][CH2:13][CH2:12][N:16]=2)[CH:22]=[CH:23][CH:24]=1. The yield is 0.550. (5) The reactants are Br[CH2:2][C:3]1[C:4]([Cl:14])=[C:5]([O:12][CH3:13])[CH:6]=[C:7]([O:10][CH3:11])[C:8]=1[F:9].[C-:15]#[N:16].[Na+]. The catalyst is CS(C)=O. The product is [Cl:14][C:4]1[C:5]([O:12][CH3:13])=[CH:6][C:7]([O:10][CH3:11])=[C:8]([F:9])[C:3]=1[CH2:2][C:15]#[N:16]. The yield is 0.450.